Dataset: Full USPTO retrosynthesis dataset with 1.9M reactions from patents (1976-2016). Task: Predict the reactants needed to synthesize the given product. (1) Given the product [N+:15]([C:18]1[CH:19]=[CH:20][C:21]([C:22]([NH:1][CH:2]2[CH2:5][O:4][CH2:3]2)=[O:23])=[CH:25][CH:26]=1)([O-:17])=[O:16], predict the reactants needed to synthesize it. The reactants are: [NH2:1][CH:2]1[CH2:5][O:4][CH2:3]1.C(N(CC)C(C)C)(C)C.[N+:15]([C:18]1[CH:26]=[CH:25][C:21]([C:22](Cl)=[O:23])=[CH:20][CH:19]=1)([O-:17])=[O:16]. (2) Given the product [Br:14][C:15]1[CH:23]=[CH:22][C:18]([C:19]([NH:11][CH2:10][CH:9]([O:12][CH3:13])[O:8][CH3:7])=[O:20])=[CH:17][CH:16]=1, predict the reactants needed to synthesize it. The reactants are: C(=O)([O-])[O-].[K+].[K+].[CH3:7][O:8][CH:9]([O:12][CH3:13])[CH2:10][NH2:11].[Br:14][C:15]1[CH:23]=[CH:22][C:18]([C:19](Cl)=[O:20])=[CH:17][CH:16]=1. (3) Given the product [NH4+:4].[C:1]([NH:4][C@@H:5]1[C@@H:10]([NH:11][C:12]([NH2:21])=[NH:13])[CH2:9][C:8]([P:29]([O:30][CH2:31][CH3:32])(=[O:33])[O-:34])=[CH:7][C@H:6]1[O:37][CH:38]([CH2:41][CH3:42])[CH2:39][CH3:40])(=[O:3])[CH3:2], predict the reactants needed to synthesize it. The reactants are: [C:1]([NH:4][C@@H:5]1[C@@H:10]([NH:11][C:12]([NH:21]C(OC(C)(C)C)=O)=[N:13]C(OC(C)(C)C)=O)[CH2:9][C:8]([P:29]([O:34]CC)(=[O:33])[O:30][CH2:31][CH3:32])=[CH:7][C@H:6]1[O:37][CH:38]([CH2:41][CH3:42])[CH2:39][CH3:40])(=[O:3])[CH3:2].C([O-])(=O)C.[Na+]. (4) Given the product [CH3:13][N:12]([CH3:14])[C:8]1[CH:9]=[CH:10][CH:11]=[C:6]([O:5][CH2:4][CH2:3][CH2:2][NH:16][CH3:15])[CH:7]=1, predict the reactants needed to synthesize it. The reactants are: Cl[CH2:2][CH2:3][CH2:4][O:5][C:6]1[CH:7]=[C:8]([N:12]([CH3:14])[CH3:13])[CH:9]=[CH:10][CH:11]=1.[CH3:15][NH2:16]. (5) Given the product [CH2:1]([O:3][P:4]([CH2:9][CH2:10][CH2:11][N:12]([C:33](=[O:40])[CH2:34][C:35]([O:37][CH2:38][CH3:39])=[O:36])[C:13]1[C:14]([C:27]([O:29][CH2:30][CH3:31])=[O:28])=[N:15][CH:16]=[C:17]([CH2:19][C:20]2[CH:21]=[CH:22][C:23]([F:26])=[CH:24][CH:25]=2)[CH:18]=1)([O:6][CH2:7][CH3:8])=[O:5])[CH3:2], predict the reactants needed to synthesize it. The reactants are: [CH2:1]([O:3][P:4]([CH2:9][CH2:10][CH2:11][NH:12][C:13]1[C:14]([C:27]([O:29][CH2:30][CH3:31])=[O:28])=[N:15][CH:16]=[C:17]([CH2:19][C:20]2[CH:25]=[CH:24][C:23]([F:26])=[CH:22][CH:21]=2)[CH:18]=1)([O:6][CH2:7][CH3:8])=[O:5])[CH3:2].Cl[C:33](=[O:40])[CH2:34][C:35]([O:37][CH2:38][CH3:39])=[O:36].O. (6) Given the product [S:22]1[C:18]2[CH:17]=[CH:16][C:15]([CH2:14][O:8][C:7]3[C:2]([F:1])=[C:3]([C:10]([NH2:12])=[O:11])[C:4]([F:9])=[CH:5][CH:6]=3)=[CH:23][C:19]=2[CH:20]=[CH:21]1, predict the reactants needed to synthesize it. The reactants are: [F:1][C:2]1[C:7]([OH:8])=[CH:6][CH:5]=[C:4]([F:9])[C:3]=1[C:10]([NH2:12])=[O:11].Cl[CH2:14][C:15]1[CH:16]=[CH:17][C:18]2[S:22][CH:21]=[CH:20][C:19]=2[CH:23]=1.S1C2C=CC(CO)=CC=2C=C1.S(Cl)(Cl)=O. (7) Given the product [CH3:117][O:116][C:115](=[O:118])[NH:114][C@@H:107]([CH:108]1[CH2:109][CH2:110][O:111][CH2:112][CH2:113]1)[C:106]([N:102]1[CH2:103][CH2:104][CH2:105][C@H:101]1[C:99]1[NH:98][C:97]2[C:120]3[C:93]([CH:94]=[CH:95][C:96]=2[N:100]=1)=[CH:92][C:91]([C:86]1[CH:85]=[CH:84][C:83]2[C:88](=[CH:89][CH:90]=[C:81]([C:78]4[NH:77][C:76]([C@@H:71]5[C@@H:72]6[CH2:75][C@@H:69]([CH2:74][CH2:73]6)[N:70]5[C:48](=[O:61])[C@H:49]([NH:56][C:57]([O:59][CH3:60])=[O:58])[C:50]5[CH:55]=[CH:54][CH:53]=[CH:52][CH:51]=5)=[N:80][CH:79]=4)[CH:82]=2)[CH:87]=1)=[CH:122][CH:121]=3)=[O:119], predict the reactants needed to synthesize it. The reactants are: COC(=O)N[C@@H](C(C)C)C(N1[C@H](C2NC(C3C=CC(C4C=CC5C(=CC=C(C6NC([C@@H]7CCCN7[C:48](=[O:61])[C@H:49]([NH:56][C:57]([O:59][CH3:60])=[O:58])[C:50]7[CH:55]=[CH:54][CH:53]=[CH:52][CH:51]=7)=NC=6)C=5)C=4)=CC=3)=CN=2)CC2(OCCO2)C1)=O.Cl.Cl.Cl.[C@H:69]12[CH2:75][C@H:72]([CH2:73][CH2:74]1)[C@@H:71]([C:76]1[NH:77][C:78]([C:81]3[CH:82]=[C:83]4[C:88](=[CH:89][CH:90]=3)[CH:87]=[C:86]([C:91]3[CH:92]=[C:93]5[C:120](=[CH:121][CH:122]=3)[C:97]3[NH:98][C:99]([C@@H:101]6[CH2:105][CH2:104][CH2:103][N:102]6[C:106](=[O:119])[C@@H:107]([NH:114][C:115](=[O:118])[O:116][CH3:117])[CH:108]6[CH2:113][CH2:112][O:111][CH2:110][CH2:109]6)=[N:100][C:96]=3[CH:95]=[CH:94]5)[CH:85]=[CH:84]4)=[CH:79][N:80]=1)[NH:70]2.